From a dataset of Forward reaction prediction with 1.9M reactions from USPTO patents (1976-2016). Predict the product of the given reaction. (1) Given the reactants [C:1]([C:3]1C=CC(C(C2C(=O)CC(C(F)(F)F)CC=2OCC)NC(NC2C=CC=C(C(F)(F)F)C=2)=O)=CC=1)#N.[C:38]([C:40]1[CH:45]=[CH:44][C:43]([CH:46]([C:61]2[C:66](=[O:67])[CH2:65][CH:64]([C:68]3[S:69][CH:70]=[CH:71][CH:72]=3)[CH2:63][C:62]=2[OH:73])[NH:47][C:48]([NH:50][C:51]2[CH:56]=[CH:55][CH:54]=[C:53]([C:57]([F:60])([F:59])[F:58])[CH:52]=2)=[O:49])=[CH:42][CH:41]=1)#[N:39], predict the reaction product. The product is: [C:38]([C:40]1[CH:45]=[CH:44][C:43]([CH:46]([C:61]2[C:62](=[O:73])[CH2:63][CH:64]([C:68]3[S:69][CH:70]=[CH:71][CH:72]=3)[CH2:65][C:66]=2[O:67][CH2:1][CH3:3])[NH:47][C:48]([NH:50][C:51]2[CH:56]=[CH:55][CH:54]=[C:53]([C:57]([F:60])([F:59])[F:58])[CH:52]=2)=[O:49])=[CH:42][CH:41]=1)#[N:39]. (2) Given the reactants [NH2:1][CH2:2][CH2:3][CH2:4][CH2:5][CH2:6][CH2:7][NH2:8].[N+:9]([C:12]([CH2:17][CH3:18])([CH2:15][OH:16])[CH2:13][OH:14])([O-:11])=[O:10].C(C([N+]([O-])=O)(CC)CO)C, predict the reaction product. The product is: [CH3:18][CH2:17][C:12]([N+:9]([O-:11])=[O:10])([CH2:15][OH:16])[CH2:13][OH:14].[CH2:5]([CH2:6][CH2:7][NH2:8])[CH2:4][CH2:3][CH2:2][NH2:1]. (3) Given the reactants Cl[CH2:2][C:3]1[N:4]=[C:5]([NH:18][C:19](=[O:28])[C:20]2[C:25]([F:26])=[CH:24][CH:23]=[CH:22][C:21]=2[F:27])[S:6][C:7]=1[C:8]1[CH:13]=[CH:12][CH:11]=[C:10]([C:14]([F:17])([F:16])[F:15])[CH:9]=1.[NH:29]([CH3:31])[CH3:30].CCN(CC)CC, predict the reaction product. The product is: [CH3:30][N:29]([CH2:2][C:3]1[N:4]=[C:5]([NH:18][C:19](=[O:28])[C:20]2[C:25]([F:26])=[CH:24][CH:23]=[CH:22][C:21]=2[F:27])[S:6][C:7]=1[C:8]1[CH:13]=[CH:12][CH:11]=[C:10]([C:14]([F:17])([F:16])[F:15])[CH:9]=1)[CH3:31]. (4) Given the reactants [Cl:1][C:2]1[C:3]2[C:10]3[CH2:11][CH2:12][CH:13]([C:15]([OH:17])=O)[CH2:14][C:9]=3[S:8][C:4]=2[N:5]=[CH:6][N:7]=1.[CH3:18][NH:19][CH3:20], predict the reaction product. The product is: [Cl:1][C:2]1[C:3]2[C:10]3[CH2:11][CH2:12][CH:13]([C:15]([N:19]([CH3:20])[CH3:18])=[O:17])[CH2:14][C:9]=3[S:8][C:4]=2[N:5]=[CH:6][N:7]=1.